This data is from Forward reaction prediction with 1.9M reactions from USPTO patents (1976-2016). The task is: Predict the product of the given reaction. (1) Given the reactants Br.BrCC([C:6]1[CH:11]=[CH:10][CH:9]=[CH:8][N:7]=1)=O.Cl.[C:13]([NH2:16])(=[NH:15])[CH3:14].[CH3:17][C:18](C)([O-])C.[K+], predict the reaction product. The product is: [CH3:14][C:13]1[NH:15][CH:17]=[C:18]([C:9]2[CH:8]=[N:7][CH:6]=[CH:11][CH:10]=2)[N:16]=1. (2) Given the reactants Br[C:2]1[CH:3]=[C:4]([OH:8])[CH:5]=[N:6][CH:7]=1.[CH3:9][O:10][C:11]1[CH:16]=[CH:15][C:14](B(O)O)=[CH:13][CH:12]=1.C(=O)([O-])[O-].[K+].[K+], predict the reaction product. The product is: [CH3:9][O:10][C:11]1[CH:16]=[CH:15][C:14]([C:2]2[CH:3]=[C:4]([OH:8])[CH:5]=[N:6][CH:7]=2)=[CH:13][CH:12]=1. (3) Given the reactants [Li+].[OH-].[Br:3][C:4]1[C:12]2[C:7](=[CH:8][CH:9]=[C:10]([O:13][CH2:14][CH2:15][O:16][Si](C(C)(C)C)(C)C)[CH:11]=2)[NH:6][C:5]=1[C:24]([O:26]CC)=[O:25], predict the reaction product. The product is: [Br:3][C:4]1[C:12]2[C:7](=[CH:8][CH:9]=[C:10]([O:13][CH2:14][CH2:15][OH:16])[CH:11]=2)[NH:6][C:5]=1[C:24]([OH:26])=[O:25]. (4) Given the reactants Br[C:2]1[CH:3]=[C:4]2[C:9](=[CH:10][CH:11]=1)[CH:8]=[C:7]([C:12]([NH:14][CH3:15])=[O:13])[CH:6]=[CH:5]2.O1CCCC1.C([Mg]Cl)(C)C.CCCCCC.C([Li])CCC.[C:37]([N:56]1[CH:60]=[C:59]([CH:61]=[O:62])[N:58]=[CH:57]1)([C:50]1[CH:55]=[CH:54][CH:53]=[CH:52][CH:51]=1)([C:44]1[CH:49]=[CH:48][CH:47]=[CH:46][CH:45]=1)[C:38]1[CH:43]=[CH:42][CH:41]=[CH:40][CH:39]=1.[Cl-].[NH4+], predict the reaction product. The product is: [OH:62][CH:61]([C:59]1[N:58]=[CH:57][N:56]([C:37]([C:38]2[CH:43]=[CH:42][CH:41]=[CH:40][CH:39]=2)([C:44]2[CH:45]=[CH:46][CH:47]=[CH:48][CH:49]=2)[C:50]2[CH:55]=[CH:54][CH:53]=[CH:52][CH:51]=2)[CH:60]=1)[C:2]1[CH:3]=[C:4]2[C:9](=[CH:10][CH:11]=1)[CH:8]=[C:7]([C:12]([NH:14][CH3:15])=[O:13])[CH:6]=[CH:5]2. (5) Given the reactants [CH3:1][C:2]1([CH3:42])[NH:7][C:6](=[O:8])[C:5]2[C:9]([C:12]([NH:14][C:15]3[CH:16]=[CH:17][C:18]([N:25]4[CH2:30][CH2:29][N:28]([C:31]([O:33][C:34]([CH3:37])([CH3:36])[CH3:35])=[O:32])[C@H:27]([C:38](OC)=[O:39])[CH2:26]4)=[N:19][C:20]=3[O:21][CH:22]([CH3:24])[CH3:23])=[O:13])=[CH:10][O:11][C:4]=2[CH2:3]1.[H-].[Al+3].[Li+].[H-].[H-].[H-], predict the reaction product. The product is: [CH3:42][C:2]1([CH3:1])[NH:7][C:6](=[O:8])[C:5]2[C:9]([C:12]([NH:14][C:15]3[CH:16]=[CH:17][C:18]([N:25]4[CH2:30][CH2:29][N:28]([C:31]([O:33][C:34]([CH3:37])([CH3:36])[CH3:35])=[O:32])[C@H:27]([CH2:38][OH:39])[CH2:26]4)=[N:19][C:20]=3[O:21][CH:22]([CH3:24])[CH3:23])=[O:13])=[CH:10][O:11][C:4]=2[CH2:3]1. (6) The product is: [NH2:1][C:2]1[C:3]2[CH:10]=[CH:9][N:8]([C@H:11]3[CH2:15][C@H:14]([OH:16])[C@H:13]([CH2:17][O:18][Si:24]([C:27]([CH3:30])([CH3:29])[CH3:28])([CH3:26])[CH3:25])[CH2:12]3)[C:4]=2[N:5]=[CH:6][N:7]=1. Given the reactants [NH2:1][C:2]1[C:3]2[CH:10]=[CH:9][N:8]([C@H:11]3[CH2:15][C@H:14]([OH:16])[C@H:13]([CH2:17][OH:18])[CH2:12]3)[C:4]=2[N:5]=[CH:6][N:7]=1.N1C=CN=C1.[Si:24](Cl)([C:27]([CH3:30])([CH3:29])[CH3:28])([CH3:26])[CH3:25], predict the reaction product. (7) Given the reactants C(OC([NH:8][S:9]([NH:12][C:13]1[CH:18]=[CH:17][CH:16]=[C:15]([C:19]2[N:24]=[C:23]([C:25]3[CH:30]=[C:29]([C:31]4[CH:36]=[CH:35][C:34]([C:37]([F:40])([F:39])[F:38])=[CH:33][CH:32]=4)[CH:28]=[C:27]([CH3:41])[N:26]=3)[CH:22]=[CH:21][N:20]=2)[CH:14]=1)(=[O:11])=[O:10])=O)(C)(C)C.C(O)(C(F)(F)F)=O, predict the reaction product. The product is: [CH3:41][C:27]1[N:26]=[C:25]([C:23]2[CH:22]=[CH:21][N:20]=[C:19]([C:15]3[CH:14]=[C:13]([NH:12][S:9]([NH2:8])(=[O:11])=[O:10])[CH:18]=[CH:17][CH:16]=3)[N:24]=2)[CH:30]=[C:29]([C:31]2[CH:36]=[CH:35][C:34]([C:37]([F:39])([F:38])[F:40])=[CH:33][CH:32]=2)[CH:28]=1. (8) Given the reactants [C:1]([O:5][C:6](=[O:11])[CH:7]=S(C)C)([CH3:4])([CH3:3])[CH3:2].[CH3:12][C:13](=[O:16])[CH:14]=[CH2:15], predict the reaction product. The product is: [C:1]([O:5][C:6]([C@@H:7]1[CH2:15][C@H:14]1[C:13](=[O:16])[CH3:12])=[O:11])([CH3:4])([CH3:3])[CH3:2]. (9) Given the reactants Cl[C:2]1[CH:11]=[CH:10][N:9]=[C:8]2[C:3]=1[C:4]1[CH:16]=[CH:15][CH:14]=[CH:13][C:5]=1[C:6](=[O:12])[NH:7]2.[CH2:17]([O:19][C:20]1[CH:26]=[CH:25][CH:24]=[CH:23][C:21]=1[NH2:22])[CH3:18], predict the reaction product. The product is: [CH2:17]([O:19][C:20]1[CH:26]=[CH:25][CH:24]=[CH:23][C:21]=1[NH:22][C:2]1[CH:11]=[CH:10][N:9]=[C:8]2[C:3]=1[C:4]1[CH:16]=[CH:15][CH:14]=[CH:13][C:5]=1[C:6](=[O:12])[NH:7]2)[CH3:18].